This data is from Peptide-MHC class II binding affinity with 134,281 pairs from IEDB. The task is: Regression. Given a peptide amino acid sequence and an MHC pseudo amino acid sequence, predict their binding affinity value. This is MHC class II binding data. (1) The peptide sequence is QDELIGRGRVSPGNG. The MHC is DRB1_0404 with pseudo-sequence DRB1_0404. The binding affinity (normalized) is 0.396. (2) The peptide sequence is GELQIVDKIDAIFKI. The MHC is DRB1_0404 with pseudo-sequence DRB1_0404. The binding affinity (normalized) is 0.599. (3) The peptide sequence is GLLYTVKYPNLSDLD. The MHC is DRB1_1501 with pseudo-sequence DRB1_1501. The binding affinity (normalized) is 0.326. (4) The binding affinity (normalized) is 0.604. The peptide sequence is EKKYFAATQIEPLAA. The MHC is HLA-DQA10101-DQB10501 with pseudo-sequence HLA-DQA10101-DQB10501. (5) The peptide sequence is QLAFDTYQEFEEAYI. The MHC is DRB4_0101 with pseudo-sequence DRB4_0103. The binding affinity (normalized) is 0.136. (6) The peptide sequence is DPKMLELMRLYITIH. The MHC is DRB5_0101 with pseudo-sequence DRB5_0101. The binding affinity (normalized) is 0.331. (7) The peptide sequence is AYAQRVYQANRAAGS. The MHC is HLA-DQA10501-DQB10301 with pseudo-sequence HLA-DQA10501-DQB10301. The binding affinity (normalized) is 0.278. (8) The peptide sequence is VDVVLEHGGCVTTMA. The MHC is DRB1_0404 with pseudo-sequence DRB1_0404. The binding affinity (normalized) is 0.295. (9) The peptide sequence is EKKYFAATQFEVLAA. The MHC is HLA-DQA10401-DQB10402 with pseudo-sequence HLA-DQA10401-DQB10402. The binding affinity (normalized) is 0.429. (10) The peptide sequence is GGVGPIGPPGERGA. The MHC is DRB1_0405 with pseudo-sequence DRB1_0405. The binding affinity (normalized) is 0.